Dataset: Full USPTO retrosynthesis dataset with 1.9M reactions from patents (1976-2016). Task: Predict the reactants needed to synthesize the given product. (1) Given the product [OH:9][C:3]12[CH2:4][CH:5]([O:7][CH3:8])[CH2:6][CH:2]1[NH:13][C:11]([C:14]1[C:15]([CH3:25])=[CH:16][C:17]([CH3:24])=[C:18]([CH:23]=1)[C:19]([O:21][CH3:22])=[O:20])=[N:12]2, predict the reactants needed to synthesize it. The reactants are: Br[CH:2]1[CH2:6][CH:5]([O:7][CH3:8])[CH2:4][C:3]1=[O:9].Cl.[C:11]([C:14]1[C:15]([CH3:25])=[CH:16][C:17]([CH3:24])=[C:18]([CH:23]=1)[C:19]([O:21][CH3:22])=[O:20])(=[NH:13])[NH2:12].C(=O)([O-])[O-].[K+].[K+]. (2) Given the product [C:14]([NH:13][C:11]([C:10]1[C:4]2[C:5](=[N:6][CH:7]=[C:2]([C:29]3[C:30]4[CH2:31][CH2:32][CH2:33][CH2:34][C:35]=4[N:27]([CH3:26])[N:28]=3)[N:3]=2)[N:8]([CH2:18][O:19][CH2:20][CH2:21][Si:22]([CH3:25])([CH3:24])[CH3:23])[CH:9]=1)=[O:12])([CH3:17])([CH3:16])[CH3:15], predict the reactants needed to synthesize it. The reactants are: Br[C:2]1[N:3]=[C:4]2[C:10]([C:11]([NH:13][C:14]([CH3:17])([CH3:16])[CH3:15])=[O:12])=[CH:9][N:8]([CH2:18][O:19][CH2:20][CH2:21][Si:22]([CH3:25])([CH3:24])[CH3:23])[C:5]2=[N:6][CH:7]=1.[CH3:26][N:27]1[C:35]2[CH2:34][CH2:33][CH2:32][CH2:31][C:30]=2[C:29]([Sn](CCCC)(CCCC)CCCC)=[N:28]1. (3) Given the product [C:5]([O:4][C:1](=[O:3])[CH2:2][C:25]([C:23]1[S:24][C:20]([Cl:19])=[CH:21][CH:22]=1)=[O:26])([CH3:8])([CH3:7])[CH3:6], predict the reactants needed to synthesize it. The reactants are: [C:1]([O:4][C:5]([CH3:8])([CH3:7])[CH3:6])(=[O:3])[CH3:2].C[Si]([N-][Si](C)(C)C)(C)C.[K+].[Cl:19][C:20]1[S:24][C:23]([C:25](OCC)=[O:26])=[CH:22][CH:21]=1.Cl. (4) Given the product [Cl:1][C:2]1[C:3]([F:20])=[C:4]([CH:14]2[CH2:18][O:17][C:16](=[O:19])[NH:15]2)[C:5]([O:11][CH2:12][CH3:13])=[C:6]([CH2:8][CH2:9][Cl:28])[CH:7]=1, predict the reactants needed to synthesize it. The reactants are: [Cl:1][C:2]1[C:3]([F:20])=[C:4]([CH:14]2[CH2:18][O:17][C:16](=[O:19])[NH:15]2)[C:5]([O:11][CH2:12][CH3:13])=[C:6]([CH:8](O)[CH3:9])[CH:7]=1.CN(C)C=O.S(Cl)([Cl:28])=O. (5) Given the product [S:22]([C:19]1[CH:20]=[CH:21][C:16]([CH:11]2[CH2:10][CH2:9][CH2:8][C:7]3[CH:14]=[C:3]([O:2][CH3:1])[CH:4]=[CH:5][C:6]=3[C:12]2=[O:13])=[CH:17][CH:18]=1)([CH3:25])(=[O:24])=[O:23], predict the reactants needed to synthesize it. The reactants are: [CH3:1][O:2][C:3]1[CH:4]=[CH:5][C:6]2[C:12](=[O:13])[CH2:11][CH2:10][CH2:9][CH2:8][C:7]=2[CH:14]=1.Br[C:16]1[CH:21]=[CH:20][C:19]([S:22]([CH3:25])(=[O:24])=[O:23])=[CH:18][CH:17]=1. (6) Given the product [F:1][C:2]1[CH:3]=[C:4]([C:52]([N:30]([CH3:29])[CH2:31][CH2:32][C:33]([OH:35])=[O:34])=[O:51])[CH:8]=[CH:9][C:10]=1[NH:11][CH:12]([C:17]1[CH:21]=[C:20]([C:22]2[CH:23]=[CH:24][CH:25]=[CH:26][CH:27]=2)[O:19][C:18]=1[CH3:28])[CH2:13][CH:14]([CH3:16])[CH3:15], predict the reactants needed to synthesize it. The reactants are: [F:1][C:2]1[CH:3]=[C:4]([CH:8]=[CH:9][C:10]=1[NH:11][CH:12]([C:17]1[CH:21]=[C:20]([C:22]2[CH:27]=[CH:26][CH:25]=[CH:24][CH:23]=2)[O:19][C:18]=1[CH3:28])[CH2:13][CH:14]([CH3:16])[CH3:15])C(O)=O.[CH3:29][NH:30][CH2:31][CH2:32][C:33]([O:35]CC)=[O:34].Cl.C(N=C=NCCCN(C)C)C.O.[OH:51][C:52]1C2N=NNC=2C=CC=1. (7) Given the product [Si:1]([O:8][CH2:9][C:10]1[CH:11]=[C:12]([NH:13][C:26]([NH:25][C:18]2[C:17]([CH3:28])=[CH:22][C:21]([CH3:23])=[CH:20][C:19]=2[CH3:24])=[S:27])[CH:14]=[CH:15][CH:16]=1)([C:4]([CH3:7])([CH3:6])[CH3:5])([CH3:3])[CH3:2], predict the reactants needed to synthesize it. The reactants are: [Si:1]([O:8][CH2:9][C:10]1[CH:11]=[C:12]([CH:14]=[CH:15][CH:16]=1)[NH2:13])([C:4]([CH3:7])([CH3:6])[CH3:5])([CH3:3])[CH3:2].[C:17]1([CH3:28])[CH:22]=[C:21]([CH3:23])[CH:20]=[C:19]([CH3:24])[C:18]=1[N:25]=[C:26]=[S:27]. (8) The reactants are: [CH2:1]([N:3]([CH2:20][CH3:21])[C:4]1([C:10]([C:12]2[CH:17]=[CH:16][C:15]([S:18][CH3:19])=[CH:14][CH:13]=2)=[O:11])[CH2:9][CH2:8][CH2:7][CH2:6][CH2:5]1)[CH3:2].ClC1C=C(C=CC=1)C(OO)=[O:27]. Given the product [CH2:20]([N:3]([CH2:1][CH3:2])[C:4]1([C:10]([C:12]2[CH:13]=[CH:14][C:15]([S:18]([CH3:19])=[O:27])=[CH:16][CH:17]=2)=[O:11])[CH2:5][CH2:6][CH2:7][CH2:8][CH2:9]1)[CH3:21], predict the reactants needed to synthesize it. (9) Given the product [CH2:32]([O:31][P:30]1(=[O:41])[CH:29]=[C:28]([C:25]2[CH:26]=[CH:27][C:22]([CH3:42])=[CH:23][CH:24]=2)[CH:36]=[C:35]([CH2:37][CH2:38][CH2:39][Cl:40])[O:34]1)[CH3:33], predict the reactants needed to synthesize it. The reactants are: CC(P(C(C)(C)C)C1C(C2C=CC=CC=2)=CC=CC=1)(C)C.[C:22]1([CH3:42])[CH:27]=[CH:26][C:25]([C:28]#[C:29][P:30](=[O:41])([O:34][C:35]([CH2:37][CH2:38][CH2:39][Cl:40])=[CH2:36])[O:31][CH2:32][CH3:33])=[CH:24][CH:23]=1. (10) Given the product [OH:11][C:4]([C:12]1[CH:13]=[CH:14][C:15]([NH:18][C:19]([CH:21]2[O:25][N:24]=[C:23]([C:26]3[CH:27]=[N:28][CH:29]=[CH:30][CH:31]=3)[CH2:22]2)=[O:20])=[CH:16][CH:17]=1)([C:5]1[CH:10]=[CH:9][CH:8]=[CH:7][CH:6]=1)[CH3:1], predict the reactants needed to synthesize it. The reactants are: [CH3:1][Mg]Cl.[C:4]([C:12]1[CH:17]=[CH:16][C:15]([NH:18][C:19]([CH:21]2[O:25][N:24]=[C:23]([C:26]3[CH:27]=[N:28][CH:29]=[CH:30][CH:31]=3)[CH2:22]2)=[O:20])=[CH:14][CH:13]=1)(=[O:11])[C:5]1[CH:10]=[CH:9][CH:8]=[CH:7][CH:6]=1.O.